This data is from Peptide-MHC class I binding affinity with 185,985 pairs from IEDB/IMGT. The task is: Regression. Given a peptide amino acid sequence and an MHC pseudo amino acid sequence, predict their binding affinity value. This is MHC class I binding data. (1) The peptide sequence is CVDHPFIYV. The MHC is HLA-A02:03 with pseudo-sequence HLA-A02:03. The binding affinity (normalized) is 0.330. (2) The peptide sequence is DSMGQGDAY. The MHC is HLA-A02:12 with pseudo-sequence HLA-A02:12. The binding affinity (normalized) is 0.0847. (3) The peptide sequence is AAERGPGQML. The MHC is HLA-B44:02 with pseudo-sequence HLA-B44:02. The binding affinity (normalized) is 0.374. (4) The peptide sequence is RITWYSKNF. The MHC is Mamu-A2201 with pseudo-sequence Mamu-A2201. The binding affinity (normalized) is 0.175. (5) The peptide sequence is TYSRCGSGPWI. The MHC is Patr-A0901 with pseudo-sequence Patr-A0901. The binding affinity (normalized) is 0.291.